From a dataset of Full USPTO retrosynthesis dataset with 1.9M reactions from patents (1976-2016). Predict the reactants needed to synthesize the given product. (1) Given the product [CH2:1]([O:3][P:4]([CH:9]=[CH:10][CH:11]1[CH2:12][CH:13]([OH:17])[CH:14]([OH:15])[O:20]1)(=[O:8])[O:5][CH2:6][CH3:7])[CH3:2], predict the reactants needed to synthesize it. The reactants are: [CH2:1]([O:3][P:4]([CH:9]=[CH:10][CH:11]1[O:20][CH:14]2[O:15]C(C)(C)[O:17][CH:13]2[CH2:12]1)(=[O:8])[O:5][CH2:6][CH3:7])[CH3:2].Cl.CC(C)=O.C([O-])(O)=O.[Na+]. (2) Given the product [NH2:1][C@@H:4]1[CH2:8][N:7]([CH2:9][CH2:10][O:11][CH3:12])[CH2:6][C@H:5]1[OH:13], predict the reactants needed to synthesize it. The reactants are: [N:1]([C@@H:4]1[CH2:8][N:7]([CH2:9][CH2:10][O:11][CH3:12])[CH2:6][C@H:5]1[OH:13])=[N+]=[N-]. (3) Given the product [CH2:14]([N:3]1[CH2:4][CH2:5][C:6]2=[CH:10][N:9]=[CH:8][N:7]2[C:2]1=[O:1])[CH3:15], predict the reactants needed to synthesize it. The reactants are: [O:1]=[C:2]1[N:7]2[CH:8]=[N:9][CH:10]=[C:6]2[CH2:5][CH2:4][NH:3]1.[H-].[Na+].I[CH2:14][CH3:15]. (4) Given the product [Br-:10].[CH:11]([N+:5]1[CH:6]=[CH:7][C:2]([C:1]([NH2:9])=[O:8])=[CH:3][CH:4]=1)([CH3:13])[CH3:12], predict the reactants needed to synthesize it. The reactants are: [C:1]([NH2:9])(=[O:8])[C:2]1[CH:7]=[CH:6][N:5]=[CH:4][CH:3]=1.[Br:10][CH:11]([CH3:13])[CH3:12].